Task: Predict which catalyst facilitates the given reaction.. Dataset: Catalyst prediction with 721,799 reactions and 888 catalyst types from USPTO (1) Reactant: [Br:1][C:2]1[C:3]([N:9]([CH:11]2[CH2:15][CH2:14][CH2:13][CH2:12]2)[CH3:10])=[N:4][C:5](Cl)=[N:6][CH:7]=1.CC(C)([O-])C.[Na+].[C:22]([O:26][C:27]([N:29]1[CH2:34][CH2:33][N:32]([C:35]2[CH:40]=[CH:39][C:38]([NH2:41])=[CH:37][CH:36]=2)[CH2:31][CH2:30]1)=[O:28])([CH3:25])([CH3:24])[CH3:23]. Product: [C:22]([O:26][C:27]([N:29]1[CH2:34][CH2:33][N:32]([C:35]2[CH:36]=[CH:37][C:38]([NH:41][C:5]3[N:4]=[C:3]([N:9]([CH:11]4[CH2:15][CH2:14][CH2:13][CH2:12]4)[CH3:10])[C:2]([Br:1])=[CH:7][N:6]=3)=[CH:39][CH:40]=2)[CH2:31][CH2:30]1)=[O:28])([CH3:25])([CH3:23])[CH3:24]. The catalyst class is: 11. (2) Reactant: C([O:5][C:6](=[O:37])[CH2:7][CH2:8][C:9]1[CH:14]=[CH:13][C:12]([N:15]2[CH2:19][C:18](=[O:20])[N:17]([CH2:21][CH2:22][Si:23]([CH3:26])([CH3:25])[CH3:24])[S:16]2(=[O:28])=[O:27])=[C:11]([O:29][CH2:30][C:31]2[CH:36]=[CH:35][CH:34]=[CH:33][CH:32]=2)[CH:10]=1)(C)(C)C. Product: [CH2:30]([O:29][C:11]1[CH:10]=[C:9]([CH2:8][CH2:7][C:6]([OH:37])=[O:5])[CH:14]=[CH:13][C:12]=1[N:15]1[CH2:19][C:18](=[O:20])[N:17]([CH2:21][CH2:22][Si:23]([CH3:24])([CH3:25])[CH3:26])[S:16]1(=[O:28])=[O:27])[C:31]1[CH:32]=[CH:33][CH:34]=[CH:35][CH:36]=1. The catalyst class is: 137. (3) Reactant: [C:1]([C:3]1[CH:8]=[CH:7][C:6]([C:9]2[N:13]3[CH:14]=[C:15]([C:18]4[CH:26]=[CH:25][C:21]([C:22]([OH:24])=O)=[C:20]([F:27])[CH:19]=4)[N:16]=[CH:17][C:12]3=[N:11][CH:10]=2)=[CH:5][CH:4]=1)#[N:2].CN(C(ON1N=NC2C=CC=NC1=2)=[N+](C)C)C.F[P-](F)(F)(F)(F)F.C[N:53]1[CH2:58][CH2:57]O[CH2:55][CH2:54]1.Cl.N1CC[CH:63]([NH:66][C:67](=[O:73])[O:68][C:69]([CH3:72])([CH3:71])[CH3:70])[CH2:62]C1. Product: [C:1]([C:3]1[CH:4]=[CH:5][C:6]([C:9]2[N:13]3[CH:14]=[C:15]([C:18]4[CH:26]=[CH:25][C:21]([C:22]([N:53]5[CH2:54][CH2:55][C:63]([NH:66][C:67](=[O:73])[O:68][C:69]([CH3:72])([CH3:71])[CH3:70])([CH3:62])[CH2:57][CH2:58]5)=[O:24])=[C:20]([F:27])[CH:19]=4)[N:16]=[CH:17][C:12]3=[N:11][CH:10]=2)=[CH:7][CH:8]=1)#[N:2]. The catalyst class is: 18. (4) Reactant: [OH-].[Na+].[O:3]1[CH2:7][CH2:6][O:5][CH:4]1[CH2:8][CH2:9][CH2:10][C:11](=[O:17])[C:12]([O:14]CC)=[O:13].S(=O)(=O)(O)[O-].[K+]. Product: [O:3]1[CH2:7][CH2:6][O:5][CH:4]1[CH2:8][CH2:9][CH2:10][C:11](=[O:17])[C:12]([OH:14])=[O:13]. The catalyst class is: 5. (5) Reactant: [CH3:1][O:2][C:3]1[CH:8]=[C:7]([I:9])[CH:6]=[C:5]([O:10][CH3:11])[C:4]=1[OH:12].C(=O)([O-])[O-].[K+].[K+].I[CH:20]([CH3:22])[CH3:21]. Product: [CH3:11][O:10][C:5]1[CH:6]=[C:7]([I:9])[CH:8]=[C:3]([O:2][CH3:1])[C:4]=1[O:12][CH:20]([CH3:22])[CH3:21]. The catalyst class is: 3. (6) Reactant: [Br:1][C:2]1[CH:3]=[C:4]([CH2:8][CH2:9][C:10]([OH:12])=O)[CH:5]=[CH:6][CH:7]=1.[CH:13]([NH:16][NH:17][C:18](=[O:25])[C:19]1[CH:24]=[CH:23][CH:22]=[CH:21][CH:20]=1)([CH3:15])[CH3:14].C(N(CC)CC)C.C1C=CC2N(O)N=NC=2C=1.CCN=C=NCCCN(C)C. The catalyst class is: 3. Product: [Br:1][C:2]1[CH:3]=[C:4]([CH2:8][CH2:9][C:10]([N:16]([CH:13]([CH3:15])[CH3:14])[NH:17][C:18](=[O:25])[C:19]2[CH:24]=[CH:23][CH:22]=[CH:21][CH:20]=2)=[O:12])[CH:5]=[CH:6][CH:7]=1. (7) Reactant: CC(OC(/N=N/C(OC(C)C)=O)=O)C.[CH2:15]([N:17]1[C:23]2[N:24]=[CH:25][C:26]([CH2:28][CH2:29][OH:30])=[CH:27][C:22]=2[C:21](=[O:31])[N:20]([CH3:32])[C:19]2[CH:33]=[CH:34][CH:35]=[N:36][C:18]1=2)[CH3:16].O[C:38]1[CH:43]=[CH:42][C:41]([NH:44][C:45](=[O:51])[O:46][C:47]([CH3:50])([CH3:49])[CH3:48])=[CH:40][C:39]=1[CH3:52].C1C=CC(P(C2C=CC=CC=2)C2C=CC=CC=2)=CC=1. Product: [CH2:15]([N:17]1[C:23]2[N:24]=[CH:25][C:26]([CH2:28][CH2:29][O:30][C:38]3[CH:43]=[CH:42][C:41]([NH:44][C:45](=[O:51])[O:46][C:47]([CH3:48])([CH3:49])[CH3:50])=[CH:40][C:39]=3[CH3:52])=[CH:27][C:22]=2[C:21](=[O:31])[N:20]([CH3:32])[C:19]2[CH:33]=[CH:34][CH:35]=[N:36][C:18]1=2)[CH3:16]. The catalyst class is: 1.